This data is from NCI-60 drug combinations with 297,098 pairs across 59 cell lines. The task is: Regression. Given two drug SMILES strings and cell line genomic features, predict the synergy score measuring deviation from expected non-interaction effect. (1) Drug 1: CCCCCOC(=O)NC1=NC(=O)N(C=C1F)C2C(C(C(O2)C)O)O. Drug 2: CC1C(C(CC(O1)OC2CC(CC3=C2C(=C4C(=C3O)C(=O)C5=CC=CC=C5C4=O)O)(C(=O)C)O)N)O. Cell line: T-47D. Synergy scores: CSS=32.9, Synergy_ZIP=2.42, Synergy_Bliss=3.35, Synergy_Loewe=-39.5, Synergy_HSA=2.60. (2) Drug 1: CCC1(CC2CC(C3=C(CCN(C2)C1)C4=CC=CC=C4N3)(C5=C(C=C6C(=C5)C78CCN9C7C(C=CC9)(C(C(C8N6C)(C(=O)OC)O)OC(=O)C)CC)OC)C(=O)OC)O.OS(=O)(=O)O. Drug 2: CC(C)CN1C=NC2=C1C3=CC=CC=C3N=C2N. Cell line: SF-539. Synergy scores: CSS=7.32, Synergy_ZIP=-0.860, Synergy_Bliss=-0.545, Synergy_Loewe=-1.68, Synergy_HSA=-1.22. (3) Drug 1: C1=CC(=CC=C1CC(C(=O)O)N)N(CCCl)CCCl.Cl. Drug 2: CC1=C2C(C(=O)C3(C(CC4C(C3C(C(C2(C)C)(CC1OC(=O)C(C(C5=CC=CC=C5)NC(=O)C6=CC=CC=C6)O)O)OC(=O)C7=CC=CC=C7)(CO4)OC(=O)C)O)C)OC(=O)C. Cell line: SK-MEL-5. Synergy scores: CSS=24.9, Synergy_ZIP=-2.55, Synergy_Bliss=-0.625, Synergy_Loewe=-33.8, Synergy_HSA=-3.15.